Dataset: Catalyst prediction with 721,799 reactions and 888 catalyst types from USPTO. Task: Predict which catalyst facilitates the given reaction. (1) Reactant: C(OC(O[C:12]([CH3:15])([CH3:14])[CH3:13])=O)(O[C:12]([CH3:15])([CH3:14])[CH3:13])=O.Cl.Cl.[NH2:18][C:19]1[C:23]([NH2:24])=[CH:22][S:21][CH:20]=1.[CH2:25](N(CC)CC)C.[OH2:32]. Product: [NH2:18][C:19]1[C:23]([NH:24][C:25]([C:12]([CH3:13])([CH3:14])[CH3:15])=[O:32])=[CH:22][S:21][CH:20]=1. The catalyst class is: 1. (2) Product: [CH3:13][O:14][C:15]1[CH:22]=[CH:21][C:18]([CH2:19][N:1]([CH2:19][C:18]2[CH:21]=[CH:22][C:15]([O:14][CH3:13])=[CH:16][CH:17]=2)[C:2]2[CH:9]=[C:8]([CH3:10])[C:5]([C:6]#[N:7])=[CH:4][N:3]=2)=[CH:17][CH:16]=1. The catalyst class is: 9. Reactant: [NH2:1][C:2]1[CH:9]=[C:8]([CH3:10])[C:5]([C:6]#[N:7])=[CH:4][N:3]=1.[H-].[Na+].[CH3:13][O:14][C:15]1[CH:22]=[CH:21][C:18]([CH2:19]Cl)=[CH:17][CH:16]=1.